This data is from Reaction yield outcomes from USPTO patents with 853,638 reactions. The task is: Predict the reaction yield, written as a fraction of the theoretical maximum amount of product (1.0 means a 100% yield; for example, 0.34 means a 34% yield). (1) The reactants are [C:1]([O:7][CH2:8][CH3:9])(=[O:6])[CH2:2][C:3]([CH3:5])=O.[Cl:10][C:11]1[C:18]([Cl:19])=[CH:17][CH:16]=[CH:15][C:12]=1[CH:13]=O.[NH4+:20].[OH-:21]. The catalyst is CCO.C(Cl)Cl. The product is [Cl:10][C:11]1[C:18]([Cl:19])=[CH:17][CH:16]=[CH:15][C:12]=1[CH:13]1[C:2]([C:1]([O:7][CH2:8][CH3:9])=[O:6])=[C:3]([CH3:5])[NH:20][C:3]([CH3:5])=[C:2]1[C:1]([O:7][CH2:8][CH3:9])=[O:21]. The yield is 0.210. (2) The reactants are [NH2:1][C:2]1[N:3]=[C:4]2[CH:9]=[CH:8][C:7]([O:10][C:11]3[CH:12]=[C:13]([NH:17][C:18](=[O:30])[C:19]4[CH:24]=[CH:23][CH:22]=[C:21]([C:25]5([C:28]#[N:29])[CH2:27][CH2:26]5)[CH:20]=4)[CH:14]=[CH:15][CH:16]=3)=[N:6][N:5]2[CH:31]=1.[Cl:32][C:33]1[CH:41]=[CH:40][C:36]([C:37](Cl)=[O:38])=[CH:35][N:34]=1.C(N(CC)CC)C. The catalyst is O1CCCC1. The product is [Cl:32][C:33]1[CH:41]=[CH:40][C:36]([C:37]([NH:1][C:2]2[N:3]=[C:4]3[CH:9]=[CH:8][C:7]([O:10][C:11]4[CH:16]=[CH:15][CH:14]=[C:13]([NH:17][C:18](=[O:30])[C:19]5[CH:24]=[CH:23][CH:22]=[C:21]([C:25]6([C:28]#[N:29])[CH2:27][CH2:26]6)[CH:20]=5)[CH:12]=4)=[N:6][N:5]3[CH:31]=2)=[O:38])=[CH:35][N:34]=1. The yield is 0.750. (3) The reactants are [OH:1][C:2]1[CH:7]=[CH:6][C:5]([CH:8]=[CH:9][C:10]2[CH:15]=[CH:14][C:13]([OH:16])=[CH:12][CH:11]=2)=[CH:4][CH:3]=1. The catalyst is CO.CCOC(C)=O.[Pd]. The product is [OH:1][C:2]1[CH:3]=[CH:4][C:5]([CH2:8][CH2:9][C:10]2[CH:15]=[CH:14][C:13]([OH:16])=[CH:12][CH:11]=2)=[CH:6][CH:7]=1. The yield is 0.970. (4) The reactants are [OH:1][C:2]1[CH:7]=[CH:6][C:5]([CH2:8][CH2:9][CH:10]=O)=[CH:4][C:3]=1[O:12][CH3:13].[CH3:14][CH2:15][CH2:16][NH:17][C@@H:18]1[CH2:27][C:22]2[S:23][C:24]([NH2:26])=[N:25][C:21]=2[CH2:20][CH2:19]1.[BH-](OC(C)=O)(OC(C)=O)OC(C)=O.[Na+]. The catalyst is C(Cl)Cl.CO. The product is [NH2:26][C:24]1[S:23][C:22]2[CH2:27][CH:18]([N:17]([CH2:16][CH2:15][CH3:14])[CH2:10][CH2:9][CH2:8][C:5]3[CH:6]=[CH:7][C:2]([OH:1])=[C:3]([O:12][CH3:13])[CH:4]=3)[CH2:19][CH2:20][C:21]=2[N:25]=1. The yield is 0.460. (5) The reactants are [C:1]([O:5][C:6]([NH:8][C@@H:9]1[C:23](=[O:24])[N:22]2[CH2:25][C@H:26]([O:28][C:29]([N:31]3[CH2:39][C:38]4[C:33](=[CH:34][CH:35]=[CH:36][C:37]=4[F:40])[CH2:32]3)=[O:30])[CH2:27][C@H:21]2[C:20](=[O:41])[NH:19][C@:18]2([C:43]([O:45]CC)=[O:44])[CH2:42][C@H:17]2[CH:16]=[CH:15][CH2:14][CH2:13][CH2:12][O:11][CH2:10]1)=[O:7])([CH3:4])([CH3:3])[CH3:2].[OH-].[Na+].CCOCC. The catalyst is C1COCC1.O. The product is [C:1]([O:5][C:6]([NH:8][C@@H:9]1[C:23](=[O:24])[N:22]2[CH2:25][C@H:26]([O:28][C:29]([N:31]3[CH2:39][C:38]4[C:33](=[CH:34][CH:35]=[CH:36][C:37]=4[F:40])[CH2:32]3)=[O:30])[CH2:27][C@H:21]2[C:20](=[O:41])[NH:19][C@:18]2([C:43]([OH:45])=[O:44])[CH2:42][C@H:17]2[CH:16]=[CH:15][CH2:14][CH2:13][CH2:12][O:11][CH2:10]1)=[O:7])([CH3:4])([CH3:2])[CH3:3]. The yield is 0.800. (6) The reactants are [CH:1]1([C:4]([NH:6][C:7]2[N:8]=[C:9]3[CH:14]=[CH:13][C:12]([S:15][C:16]4[CH:24]=[CH:23][CH:22]=[CH:21][C:17]=4[C:18]([OH:20])=O)=[N:11][N:10]3[CH:25]=2)=[O:5])[CH2:3][CH2:2]1.[NH2:26][C:27]1[CH:32]=[CH:31][CH:30]=[CH:29][CH:28]=1.F[P-](F)(F)(F)(F)F.N1(OC(N(C)C)=[N+](C)C)C2N=CC=CC=2N=N1.C(N(CC)C(C)C)(C)C. The yield is 0.930. The catalyst is CN(C)C=O. The product is [CH:1]1([C:4]([NH:6][C:7]2[N:8]=[C:9]3[CH:14]=[CH:13][C:12]([S:15][C:16]4[CH:24]=[CH:23][CH:22]=[CH:21][C:17]=4[C:18]([NH:26][C:27]4[CH:32]=[CH:31][CH:30]=[CH:29][CH:28]=4)=[O:20])=[N:11][N:10]3[CH:25]=2)=[O:5])[CH2:3][CH2:2]1. (7) The reactants are [CH3:1][C:2]1([CH:8]=[O:9])[CH2:7][CH2:6][O:5][CH2:4][CH2:3]1.[F-].C([N+](CCCC)(CCCC)CCCC)CCC.[F:28][C:29]([Si](C)(C)C)([F:31])[F:30]. The catalyst is O1CCCC1. The product is [F:28][C:29]([F:31])([F:30])[CH:8]([C:2]1([CH3:1])[CH2:7][CH2:6][O:5][CH2:4][CH2:3]1)[OH:9]. The yield is 0.470.